The task is: Predict which catalyst facilitates the given reaction.. This data is from Catalyst prediction with 721,799 reactions and 888 catalyst types from USPTO. Reactant: C([N:8](CC1C=CC=CC=1)[C:9]1[CH:14]=[CH:13][C:12]([F:15])=[C:11]([C:16]2[C:20]([C:21]3[CH:26]=[CH:25][N:24]=[CH:23][CH:22]=3)=[CH:19][NH:18][N:17]=2)[C:10]=1[F:27])C1C=CC=CC=1. Product: [F:27][C:10]1[C:11]([C:16]2[C:20]([C:21]3[CH:26]=[CH:25][N:24]=[CH:23][CH:22]=3)=[CH:19][NH:18][N:17]=2)=[C:12]([F:15])[CH:13]=[CH:14][C:9]=1[NH2:8]. The catalyst class is: 105.